From a dataset of Forward reaction prediction with 1.9M reactions from USPTO patents (1976-2016). Predict the product of the given reaction. (1) Given the reactants [CH:1]12[CH2:7][CH:4]([CH2:5][CH2:6]1)[CH2:3][C@@H:2]2[NH:8][C:9]1[S:10][CH:11]([CH3:15])[C:12](=[O:14])[N:13]=1.C([N-]C(C)C)(C)C.[Li+].[C:24]([O:28][C:29]([N:31]1[CH2:36][CH2:35][CH:34]([CH2:37]Br)[CH2:33][CH2:32]1)=[O:30])([CH3:27])([CH3:26])[CH3:25], predict the reaction product. The product is: [CH:1]12[CH2:7][CH:4]([CH2:5][CH2:6]1)[CH2:3][C@@H:2]2[NH:8][C:9]1[S:10][C:11]([CH2:37][CH:34]2[CH2:35][CH2:36][N:31]([C:29]([O:28][C:24]([CH3:25])([CH3:27])[CH3:26])=[O:30])[CH2:32][CH2:33]2)([CH3:15])[C:12](=[O:14])[N:13]=1. (2) Given the reactants [CH3:1][O:2][CH2:3][CH2:4][O:5][C:6]1[CH:11]=[CH:10][CH:9]=[C:8]([N+:12]([O-])=O)[CH:7]=1, predict the reaction product. The product is: [CH3:1][O:2][CH2:3][CH2:4][O:5][C:6]1[CH:7]=[C:8]([NH2:12])[CH:9]=[CH:10][CH:11]=1.